From a dataset of Catalyst prediction with 721,799 reactions and 888 catalyst types from USPTO. Predict which catalyst facilitates the given reaction. (1) Reactant: [NH2:1][C:2]1[CH:3]=[CH:4][C:5]([NH:24][C:25]([O:27][C:28]([CH3:31])([CH3:30])[CH3:29])=[O:26])=[C:6]([CH2:8][CH2:9][C:10]2[CH:11]=[C:12]([NH:16][C:17](=[O:23])[O:18][C:19]([CH3:22])([CH3:21])[CH3:20])[CH:13]=[N:14][CH:15]=2)[CH:7]=1.[Cl:32][C:33]1[N:38]=[C:37](Cl)[C:36]([CH3:40])=[CH:35][N:34]=1.C(=O)([O-])[O-].[K+].[K+]. Product: [C:28]([O:27][C:25]([NH:24][C:5]1[CH:4]=[CH:3][C:2]([NH:1][C:35]2[C:36]([CH3:40])=[CH:37][N:38]=[C:33]([Cl:32])[N:34]=2)=[CH:7][C:6]=1[CH2:8][CH2:9][C:10]1[CH:11]=[C:12]([NH:16][C:17](=[O:23])[O:18][C:19]([CH3:22])([CH3:21])[CH3:20])[CH:13]=[N:14][CH:15]=1)=[O:26])([CH3:31])([CH3:30])[CH3:29]. The catalyst class is: 9. (2) Reactant: [C:1]([Si:5]([CH3:8])([CH3:7])Cl)([CH3:4])([CH3:3])[CH3:2].[NH2:9][C:10]1[CH:31]=[C:30]([CH2:32][N:33]2[CH2:37][CH2:36][C@@H:35]([OH:38])[CH2:34]2)[C:29]([Br:39])=[CH:28][C:11]=1[C:12]([NH:14][CH2:15][C:16]1[CH:21]=[C:20]([Cl:22])[CH:19]=[CH:18][C:17]=1[S:23]([CH2:26][CH3:27])(=[O:25])=[O:24])=[O:13].N1C=CN=C1.O. Product: [NH2:9][C:10]1[CH:31]=[C:30]([CH2:32][N:33]2[CH2:37][CH2:36][C@@H:35]([O:38][Si:5]([C:1]([CH3:4])([CH3:3])[CH3:2])([CH3:8])[CH3:7])[CH2:34]2)[C:29]([Br:39])=[CH:28][C:11]=1[C:12]([NH:14][CH2:15][C:16]1[CH:21]=[C:20]([Cl:22])[CH:19]=[CH:18][C:17]=1[S:23]([CH2:26][CH3:27])(=[O:25])=[O:24])=[O:13]. The catalyst class is: 4.